This data is from Forward reaction prediction with 1.9M reactions from USPTO patents (1976-2016). The task is: Predict the product of the given reaction. (1) Given the reactants C(O)=O.[NH2:4][CH2:5][CH2:6][C:7]1[CH:22]=[CH:21][C:10]([NH:11][CH:12]2[CH2:17][CH2:16][N:15]([C:18]([NH2:20])=[O:19])[CH2:14][CH2:13]2)=[CH:9][CH:8]=1.C([Si]([O:40][C:41]1[CH:46]=[CH:45][C:44]([O:47][CH2:48][CH:49]2[CH2:51][O:50]2)=[CH:43][CH:42]=1)(C1C=CC=CC=1)C1C=CC=CC=1)(C)(C)C, predict the reaction product. The product is: [OH:50][C@H:49]([CH2:48][O:47][C:44]1[CH:45]=[CH:46][C:41]([OH:40])=[CH:42][CH:43]=1)[CH2:51][NH:4][CH2:5][CH2:6][C:7]1[CH:8]=[CH:9][C:10]([NH:11][CH:12]2[CH2:17][CH2:16][N:15]([C:18]([NH2:20])=[O:19])[CH2:14][CH2:13]2)=[CH:21][CH:22]=1. (2) Given the reactants COC1C=CC(C[N:8]2[CH2:14][CH:13]([CH3:15])[CH2:12][O:11][CH2:10][CH2:9]2)=CC=1.[Cl:18]C(OC(Cl)C)=O.CO, predict the reaction product. The product is: [ClH:18].[CH3:15][CH:13]1[CH2:12][O:11][CH2:10][CH2:9][NH:8][CH2:14]1. (3) Given the reactants O[N:2]1[C:10]2[C:5](=[N:6][CH:7]=[CH:8][CH:9]=2)[C:4]([C:11]([O:13][CH2:14][CH3:15])=[O:12])=[C:3]1[C:16]1[CH:21]=[CH:20][CH:19]=[CH:18][CH:17]=1, predict the reaction product. The product is: [C:16]1([C:3]2[NH:2][C:10]3[C:5](=[N:6][CH:7]=[CH:8][CH:9]=3)[C:4]=2[C:11]([O:13][CH2:14][CH3:15])=[O:12])[CH:17]=[CH:18][CH:19]=[CH:20][CH:21]=1. (4) Given the reactants [C:1](OC(=O)C)(=[O:3])[CH3:2].[NH:8]1[C:16]2[C:11](=[CH:12][C:13]([C:17]([OH:19])=[O:18])=[CH:14][CH:15]=2)[CH:10]=[N:9]1, predict the reaction product. The product is: [C:1]([N:8]1[C:16]2[C:11](=[CH:12][C:13]([C:17]([OH:19])=[O:18])=[CH:14][CH:15]=2)[CH:10]=[N:9]1)(=[O:3])[CH3:2]. (5) The product is: [Cl:34][C:32]1[CH:31]=[CH:30][C:17]([O:18][C:19]2[CH:20]=[C:21]([CH:27]=[CH:28][CH:29]=2)[C:22]([N:24]([CH3:26])[CH3:25])=[O:23])=[C:16]([NH:15][C:2]2[C:3]3[C:8](=[N:7][C:6]([CH2:12][CH2:13][CH3:14])=[CH:5][CH:4]=3)[N:9]=[CH:10][CH:11]=2)[CH:33]=1. Given the reactants Cl[C:2]1[CH:11]=[CH:10][N:9]=[C:8]2[C:3]=1[CH:4]=[CH:5][C:6]([CH2:12][CH2:13][CH3:14])=[N:7]2.[NH2:15][C:16]1[CH:33]=[C:32]([Cl:34])[CH:31]=[CH:30][C:17]=1[O:18][C:19]1[CH:20]=[C:21]([CH:27]=[CH:28][CH:29]=1)[C:22]([N:24]([CH3:26])[CH3:25])=[O:23], predict the reaction product. (6) The product is: [CH3:1][O:2][C:3]([C:5]1[C:9]2[N:10]=[CH:11][N:12]([CH2:15][C:16]([C:18]3[CH:23]=[CH:22][CH:21]=[C:20]([O:24][CH3:25])[CH:19]=3)=[O:17])[C:13](=[O:14])[C:8]=2[N:7]([CH2:26][C:27]#[C:28][CH3:29])[C:6]=1[N:40]1[CH2:41][CH2:42][CH2:43][C@@H:38]([NH:37][C:36]([O:35][C:31]([CH3:34])([CH3:33])[CH3:32])=[O:44])[CH2:39]1)=[O:4]. Given the reactants [CH3:1][O:2][C:3]([C:5]1[C:9]2[N:10]=[CH:11][N:12]([CH2:15][C:16]([C:18]3[CH:23]=[CH:22][CH:21]=[C:20]([O:24][CH3:25])[CH:19]=3)=[O:17])[C:13](=[O:14])[C:8]=2[N:7]([CH2:26][C:27]#[C:28][CH3:29])[C:6]=1Cl)=[O:4].[C:31]([O:35][C:36](=[O:44])[NH:37][C@@H:38]1[CH2:43][CH2:42][CH2:41][NH:40][CH2:39]1)([CH3:34])([CH3:33])[CH3:32], predict the reaction product. (7) The product is: [C:28]12([C:38]3[CH:39]=[C:40]([C:23]4[CH:24]=[CH:25][C:20](/[CH:19]=[CH:13]/[C:14]([O:16][CH2:17][CH3:18])=[O:15])=[CH:21][C:22]=4[Cl:55])[CH:41]=[CH:42][C:43]=3[O:44][CH2:45][C:46]3[CH:51]=[CH:50][CH:49]=[CH:48][CH:47]=3)[CH2:37][CH:32]3[CH2:33][CH:34]([CH2:36][CH:30]([CH2:31]3)[CH2:29]1)[CH2:35]2. Given the reactants C([O-])([O-])=O.[Na+].[Na+].FC(F)(F)S(O[C:13](=[CH:19][C:20]1[CH:25]=[CH:24][CH:23]=[CH:22][CH:21]=1)[C:14]([O:16][CH2:17][CH3:18])=[O:15])(=O)=O.[C:28]12([C:38]3[CH:39]=[C:40](B(O)O)[CH:41]=[CH:42][C:43]=3[O:44][CH2:45][C:46]3[CH:51]=[CH:50][CH:49]=[CH:48][CH:47]=3)[CH2:37][CH:32]3[CH2:33][CH:34]([CH2:36][CH:30]([CH2:31]3)[CH2:29]1)[CH2:35]2.[Cl-:55].[Li+], predict the reaction product.